Task: Predict the reaction yield, written as a fraction of the theoretical maximum amount of product (1.0 means a 100% yield; for example, 0.34 means a 34% yield).. Dataset: Reaction yield outcomes from USPTO patents with 853,638 reactions (1) The reactants are [CH2:1]([O:4][CH:5]1[O:10][C:9]([CH2:13][OH:14])([CH2:11][OH:12])[C@@H:8]([O:15][CH2:16][C:17]2[CH:22]=[CH:21][CH:20]=[CH:19][CH:18]=2)[C@H:7]([O:23][CH2:24][C:25]2[CH:30]=[CH:29][CH:28]=[CH:27][CH:26]=2)[C@H:6]1[O:31][CH2:32][C:33]1[CH:38]=[CH:37][CH:36]=[CH:35][CH:34]=1)[CH:2]=[CH2:3].[H-].[Na+].Br[CH2:42][C:43]1[CH:48]=[CH:47][C:46]([O:49][CH3:50])=[CH:45][CH:44]=1. The catalyst is CN(C)C=O. The product is [CH2:1]([O:4][CH:5]1[O:10][C:9]([CH2:11][O:12][CH2:42][C:43]2[CH:48]=[CH:47][C:46]([O:49][CH3:50])=[CH:45][CH:44]=2)([CH2:13][O:14][CH2:42][C:43]2[CH:48]=[CH:47][C:46]([O:49][CH3:50])=[CH:45][CH:44]=2)[C@@H:8]([O:15][CH2:16][C:17]2[CH:22]=[CH:21][CH:20]=[CH:19][CH:18]=2)[C@H:7]([O:23][CH2:24][C:25]2[CH:26]=[CH:27][CH:28]=[CH:29][CH:30]=2)[C@H:6]1[O:31][CH2:32][C:33]1[CH:34]=[CH:35][CH:36]=[CH:37][CH:38]=1)[CH:2]=[CH2:3]. The yield is 0.520. (2) The reactants are CC1(C)C(C)(C)OB([C:9]2[CH:34]=[CH:33][C:12]([CH2:13][O:14][C:15]3[C:24]4[C:19](=[C:20]([C:25]([F:28])([F:27])[F:26])[CH:21]=[CH:22][CH:23]=4)[N:18]=[C:17]([C:29]([F:32])([F:31])[F:30])[CH:16]=3)=[CH:11][CH:10]=2)O1.[CH3:36][O:37][C:38](=[O:54])[CH:39]([NH:43][S:44]([C:47]1[CH:52]=[CH:51][C:50](Br)=[CH:49][CH:48]=1)(=[O:46])=[O:45])[CH:40]([CH3:42])[CH3:41].C([O-])([O-])=O.[K+].[K+]. The catalyst is COCCOC.C1C=CC([P]([Pd]([P](C2C=CC=CC=2)(C2C=CC=CC=2)C2C=CC=CC=2)([P](C2C=CC=CC=2)(C2C=CC=CC=2)C2C=CC=CC=2)[P](C2C=CC=CC=2)(C2C=CC=CC=2)C2C=CC=CC=2)(C2C=CC=CC=2)C2C=CC=CC=2)=CC=1. The product is [CH3:36][O:37][C:38](=[O:54])[CH:39]([NH:43][S:44]([C:47]1[CH:48]=[CH:49][C:50]([C:9]2[CH:10]=[CH:11][C:12]([CH2:13][O:14][C:15]3[C:24]4[C:19](=[C:20]([C:25]([F:26])([F:28])[F:27])[CH:21]=[CH:22][CH:23]=4)[N:18]=[C:17]([C:29]([F:30])([F:31])[F:32])[CH:16]=3)=[CH:33][CH:34]=2)=[CH:51][CH:52]=1)(=[O:46])=[O:45])[CH:40]([CH3:42])[CH3:41]. The yield is 0.530. (3) The reactants are [NH2:1][CH:2]1[CH2:7][CH2:6][CH:5]([CH2:8][NH:9][C:10]2[C:15]([N+:16]([O-:18])=[O:17])=[CH:14][N:13]=[C:12]([NH:19][CH2:20][C:21]3[CH:26]=[CH:25][CH:24]=[CH:23][C:22]=3[O:27][C:28]([F:31])([F:30])[F:29])[N:11]=2)[CH2:4][CH2:3]1.[CH3:32][O:33][C:34](=[O:43])[C:35]1[CH:40]=[CH:39][CH:38]=[C:37]([CH:41]=O)[CH:36]=1.C(O[BH-](OC(=O)C)OC(=O)C)(=O)C.[Na+]. The catalyst is C(Cl)Cl. The product is [CH3:32][O:33][C:34](=[O:43])[C:35]1[CH:40]=[CH:39][CH:38]=[C:37]([CH2:41][NH:1][CH:2]2[CH2:3][CH2:4][CH:5]([CH2:8][NH:9][C:10]3[C:15]([N+:16]([O-:18])=[O:17])=[CH:14][N:13]=[C:12]([NH:19][CH2:20][C:21]4[CH:26]=[CH:25][CH:24]=[CH:23][C:22]=4[O:27][C:28]([F:30])([F:31])[F:29])[N:11]=3)[CH2:6][CH2:7]2)[CH:36]=1. The yield is 0.570. (4) The reactants are [C:1]([S:9][CH2:10][C:11]([OH:13])=[O:12])(=[S:8])[C:2]1[CH:7]=[CH:6][CH:5]=[CH:4][CH:3]=1.S(Cl)(Cl)=O.[CH3:18]O. No catalyst specified. The product is [CH3:18][O:12][C:11](=[O:13])[CH2:10][S:9][C:1](=[S:8])[C:2]1[CH:7]=[CH:6][CH:5]=[CH:4][CH:3]=1. The yield is 0.970. (5) The reactants are C(OC([N:8]1[CH2:12][CH2:11][CH2:10][CH:9]1[C:13](=[O:28])[NH:14][C:15]1[CH:20]=[CH:19][C:18]([C:21]2[CH:26]=[CH:25][C:24]([Br:27])=[CH:23][CH:22]=2)=[CH:17][CH:16]=1)=O)(C)(C)C.Cl.[CH3:30][O:31][C:32]([NH:34][CH:35]([CH:39]([CH3:41])[CH3:40])[C:36](O)=[O:37])=[O:33].CN(C(ON1N=NC2C=CC=NC1=2)=[N+](C)C)C.F[P-](F)(F)(F)(F)F.CCN(C(C)C)C(C)C. The catalyst is CO.C(OCC)(=O)C.CN(C=O)C. The product is [CH3:30][O:31][C:32](=[O:33])[NH:34][CH:35]([C:36]([N:8]1[CH2:12][CH2:11][CH2:10][CH:9]1[C:13](=[O:28])[NH:14][C:15]1[CH:16]=[CH:17][C:18]([C:21]2[CH:26]=[CH:25][C:24]([Br:27])=[CH:23][CH:22]=2)=[CH:19][CH:20]=1)=[O:37])[CH:39]([CH3:41])[CH3:40]. The yield is 0.930. (6) The reactants are [CH3:1][O:2][C:3]([NH:5][C@H:6]([C:10]([N:12]1[CH:16]([C:17]([O:19]CC)=[O:18])[CH2:15][C:14]2([CH2:26][CH2:25][O:24][CH2:23][CH2:22]2)[CH2:13]1)=[O:11])[CH:7]([CH3:9])[CH3:8])=[O:4].O.[OH-].[Li+].Cl. The catalyst is C1COCC1.O.CO. The product is [CH3:1][O:2][C:3]([NH:5][C@H:6]([C:10]([N:12]1[CH:16]([C:17]([OH:19])=[O:18])[CH2:15][C:14]2([CH2:26][CH2:25][O:24][CH2:23][CH2:22]2)[CH2:13]1)=[O:11])[CH:7]([CH3:9])[CH3:8])=[O:4]. The yield is 0.740.